Dataset: Peptide-MHC class I binding affinity with 185,985 pairs from IEDB/IMGT. Task: Regression. Given a peptide amino acid sequence and an MHC pseudo amino acid sequence, predict their binding affinity value. This is MHC class I binding data. The peptide sequence is WISDNTHIY. The MHC is HLA-A03:01 with pseudo-sequence HLA-A03:01. The binding affinity (normalized) is 0.